From a dataset of Catalyst prediction with 721,799 reactions and 888 catalyst types from USPTO. Predict which catalyst facilitates the given reaction. (1) Reactant: [Cl:1][C:2]1[C:3]([C:9]([OH:11])=[O:10])=[N:4][CH:5]=[CH:6][C:7]=1[Cl:8].[CH3:12]N(C)C=O.C(Cl)(=O)C(Cl)=O.CO. Product: [CH3:12][O:10][C:9](=[O:11])[C:3]1[C:2]([Cl:1])=[C:7]([Cl:8])[CH:6]=[CH:5][N:4]=1. The catalyst class is: 4. (2) Reactant: [NH2:1][C:2]1[CH:7]=[CH:6][N:5]([C@H:8]2[C@H:12]([OH:13])[C@H:11]([F:14])[C@@:10]([N:17]=[N+:18]=[N-:19])([CH2:15][OH:16])[O:9]2)[C:4](=[O:20])[N:3]=1.C([Mg]Cl)(C)(C)C.Cl[C:28]1[CH:37]=[CH:36][C:35]2[C:30](=[CH:31][CH:32]=[CH:33][CH:34]=2)[C:29]=1[O:38][P:39](=[N:41][C@@H:42]([CH3:53])[C:43]([O:45][CH2:46][C:47]1[CH:52]=[CH:51][CH:50]=[CH:49][CH:48]=1)=[O:44])=[O:40].CO. Product: [CH2:46]([O:45][C:43](=[O:44])[C@@H:42]([N:41]=[P:39]([O:38][C:29]1[C:30]2[C:35](=[CH:34][CH:33]=[CH:32][CH:31]=2)[CH:36]=[CH:37][C:28]=1[O:16][CH2:15][C@:10]1([N:17]=[N+:18]=[N-:19])[C@@H:11]([F:14])[C@@H:12]([OH:13])[C@H:8]([N:5]2[CH:6]=[CH:7][C:2]([NH2:1])=[N:3][C:4]2=[O:20])[O:9]1)=[O:40])[CH3:53])[C:47]1[CH:52]=[CH:51][CH:50]=[CH:49][CH:48]=1. The catalyst class is: 1. (3) Reactant: [CH:1]1([CH2:4][NH:5][C:6](=[O:28])[NH:7][C:8]2[CH:27]=[CH:26][C:11]([O:12][CH:13]3[CH2:18][CH2:17][N:16](C(OC(C)(C)C)=O)[CH2:15][CH2:14]3)=[CH:10][CH:9]=2)[CH2:3][CH2:2]1.FC(F)(F)C(O)=O. Product: [CH:1]1([CH2:4][NH:5][C:6]([NH:7][C:8]2[CH:27]=[CH:26][C:11]([O:12][CH:13]3[CH2:18][CH2:17][NH:16][CH2:15][CH2:14]3)=[CH:10][CH:9]=2)=[O:28])[CH2:2][CH2:3]1. The catalyst class is: 4. (4) Reactant: [Br:1][C:2]1[CH:20]=[CH:19][C:5]2[NH:6][C:7](=O)[CH:8]([CH3:17])[N:9]=[C:10]([C:11]3[CH:16]=[CH:15][CH:14]=[CH:13][CH:12]=3)[C:4]=2[CH:3]=1.[H-].[Na+].P(Cl)(OCC)(OCC)=O.[N+:32]([CH2:34][C:35]([O:37][CH2:38][CH3:39])=[O:36])#[C-:33].[H-].[Na+].C1COCC1. Product: [CH2:38]([O:37][C:35]([C:34]1[N:32]=[CH:33][N:6]2[C:7]=1[CH:8]([CH3:17])[N:9]=[C:10]([C:11]1[CH:16]=[CH:15][CH:14]=[CH:13][CH:12]=1)[C:4]1[CH:3]=[C:2]([Br:1])[CH:20]=[CH:19][C:5]2=1)=[O:36])[CH3:39]. The catalyst class is: 1. (5) Product: [N:1]([CH2:4][CH2:5][O:6][CH2:7][CH2:8][O:9][CH2:10][CH2:11][O:12][CH2:13][CH2:14][O:15][CH2:16][CH2:17][O:18][CH2:19][CH2:20][O:21][CH2:22][CH2:23][O:24][CH2:25][CH2:26][O:27][CH2:28][CH2:29][O:30][CH2:31][CH2:32][O:33][CH2:34][CH2:35][NH:36][S:56]([C:52]1[CH:53]=[CH:54][CH:55]=[C:50]([CH:41]2[C:40]3[C:45](=[C:46]([Cl:48])[CH:47]=[C:38]([Cl:37])[CH:39]=3)[CH2:44][N:43]([CH3:49])[CH2:42]2)[CH:51]=1)(=[O:58])=[O:57])=[N+:2]=[N-:3]. The catalyst class is: 3. Reactant: [N:1]([CH2:4][CH2:5][O:6][CH2:7][CH2:8][O:9][CH2:10][CH2:11][O:12][CH2:13][CH2:14][O:15][CH2:16][CH2:17][O:18][CH2:19][CH2:20][O:21][CH2:22][CH2:23][O:24][CH2:25][CH2:26][O:27][CH2:28][CH2:29][O:30][CH2:31][CH2:32][O:33][CH2:34][CH2:35][NH2:36])=[N+:2]=[N-:3].[Cl:37][C:38]1[CH:39]=[C:40]2[C:45](=[C:46]([Cl:48])[CH:47]=1)[CH2:44][N:43]([CH3:49])[CH2:42][CH:41]2[C:50]1[CH:51]=[C:52]([S:56](Cl)(=[O:58])=[O:57])[CH:53]=[CH:54][CH:55]=1.CCN(C(C)C)C(C)C. (6) Reactant: [Cl:1][C:2]1[CH:3]=[C:4]([C:8]2([CH2:18][NH2:19])[CH2:17][CH2:16][C:11]3([O:15][CH2:14][CH2:13][O:12]3)[CH2:10][CH2:9]2)[CH:5]=[CH:6][CH:7]=1.[CH2:20]([O:27][C:28](ON1C(=O)CCC1=O)=[O:29])[C:21]1[CH:26]=[CH:25][CH:24]=[CH:23][CH:22]=1.CCN(C(C)C)C(C)C.C(OCC)(=O)C. Product: [CH2:20]([O:27][C:28](=[O:29])[NH:19][CH2:18][C:8]1([C:4]2[CH:5]=[CH:6][CH:7]=[C:2]([Cl:1])[CH:3]=2)[CH2:9][CH2:10][C:11]2([O:12][CH2:13][CH2:14][O:15]2)[CH2:16][CH2:17]1)[C:21]1[CH:26]=[CH:25][CH:24]=[CH:23][CH:22]=1. The catalyst class is: 3.